Predict the reaction yield, written as a fraction of the theoretical maximum amount of product (1.0 means a 100% yield; for example, 0.34 means a 34% yield). From a dataset of Reaction yield outcomes from USPTO patents with 853,638 reactions. (1) The reactants are [CH3:1][C:2]1[CH:7]=[CH:6][N:5]=[C:4]([NH2:8])[C:3]=1[N+:9]([O-])=O.[H][H].[C:14]1([C:20](OC)(OC)OC)[CH:19]=[CH:18][CH:17]=[CH:16][CH:15]=1.CC1C=CC(S(O)(=O)=O)=CC=1.C([O-])(O)=O.[Na+]. The catalyst is CO.[Ni].CCCCCC.O. The product is [CH3:1][C:2]1[CH:7]=[CH:6][N:5]=[C:4]2[NH:8][C:20]([C:14]3[CH:19]=[CH:18][CH:17]=[CH:16][CH:15]=3)=[N:9][C:3]=12. The yield is 0.400. (2) The reactants are [O:1]=[C:2]1[CH2:6][N:5](C(OC(C)(C)C)=O)[C@H:4]([C:14]([O:16][CH2:17][C:18]2[CH:23]=[CH:22][CH:21]=[CH:20][CH:19]=2)=[O:15])[CH2:3]1.[ClH:24]. The catalyst is O1CCCC1.O1CCOCC1. The product is [ClH:24].[O:1]=[C:2]1[CH2:6][NH:5][C@H:4]([C:14]([O:16][CH2:17][C:18]2[CH:23]=[CH:22][CH:21]=[CH:20][CH:19]=2)=[O:15])[CH2:3]1. The yield is 1.00. (3) The reactants are [Cl:1][C:2]1[N:10]=[CH:9][C:8]([F:11])=[CH:7][C:3]=1[C:4](O)=[O:5].C[N:13](C=O)C.C(Cl)(=O)C(Cl)=O. The catalyst is C(Cl)Cl. The product is [Cl:1][C:2]1[N:10]=[CH:9][C:8]([F:11])=[CH:7][C:3]=1[C:4]([NH2:13])=[O:5]. The yield is 0.890. (4) The reactants are [C:1]1([S:7]([C:10]2[CH:19]=[C:18]3[C:13]([CH:14]([CH2:20][C:21]#[N:22])[CH2:15][CH2:16][O:17]3)=[CH:12][CH:11]=2)(=[O:9])=[O:8])[CH:6]=[CH:5][CH:4]=[CH:3][CH:2]=1.CN(C=O)C. The catalyst is C1COCC1. The product is [C:1]1([S:7]([C:10]2[CH:19]=[C:18]3[C:13]([CH:14]([CH2:20][CH2:21][NH2:22])[CH2:15][CH2:16][O:17]3)=[CH:12][CH:11]=2)(=[O:9])=[O:8])[CH:2]=[CH:3][CH:4]=[CH:5][CH:6]=1. The yield is 0.300. (5) The reactants are [C:1]([CH:3]([C:8]1[CH:13]=[CH:12][CH:11]=[CH:10][CH:9]=1)[C:4]([NH:6][NH2:7])=[O:5])#[N:2].[F:14][C:15]([F:26])([F:25])[C:16](=O)[CH2:17][C:18](=O)[C:19]([F:22])([F:21])[F:20]. No catalyst specified. The product is [C:8]1([C:3]2[C:4]([OH:5])=[N:6][N:7]3[C:18]([C:19]([F:20])([F:22])[F:21])=[CH:17][C:16]([C:15]([F:14])([F:25])[F:26])=[N:2][C:1]=23)[CH:13]=[CH:12][CH:11]=[CH:10][CH:9]=1. The yield is 0.270. (6) The reactants are [NH2:1][C:2]1[C:3]([F:12])=[C:4]([CH:9]=[CH:10][CH:11]=1)[C:5]([O:7][CH3:8])=[O:6].N1C=CC=CC=1.[F:19][C:20]1[CH:25]=[CH:24][CH:23]=[C:22]([F:26])[C:21]=1[S:27](Cl)(=[O:29])=[O:28]. The catalyst is C(Cl)Cl. The product is [F:19][C:20]1[CH:25]=[CH:24][CH:23]=[C:22]([F:26])[C:21]=1[S:27]([NH:1][C:2]1[C:3]([F:12])=[C:4]([CH:9]=[CH:10][CH:11]=1)[C:5]([O:7][CH3:8])=[O:6])(=[O:29])=[O:28]. The yield is 0.870. (7) The reactants are S(Cl)(Cl)=O.[O:5]=[C:6]1[NH:10][C@H:9]([C:11]([OH:13])=[O:12])[CH2:8][CH2:7]1.[CH2:14](N(CC)CC)C.[C:21](O[C:21]([O:23][C:24]([CH3:27])([CH3:26])[CH3:25])=[O:22])([O:23][C:24]([CH3:27])([CH3:26])[CH3:25])=[O:22].Cl. The catalyst is CO.CN(C1C=CN=CC=1)C.CCOC(C)=O. The product is [O:5]=[C:6]1[N:10]([C:21]([O:23][C:24]([CH3:27])([CH3:26])[CH3:25])=[O:22])[C@H:9]([C:11]([O:13][CH3:14])=[O:12])[CH2:8][CH2:7]1. The yield is 0.860. (8) The reactants are [NH2:1][C:2]1[CH:3]=[CH:4][CH:5]=[C:6]2[C:11]=1[CH2:10][CH:9]([OH:12])[CH2:8][CH2:7]2.C1([O:19][C:20](=O)[NH:21][C:22]2[CH:27]=[CH:26][C:25]([O:28][C:29]([F:32])([F:31])[F:30])=[CH:24][CH:23]=2)C=CC=CC=1. The catalyst is CS(C)=O. The product is [OH:12][CH:9]1[CH2:10][C:11]2[C:2]([NH:1][C:20]([NH:21][C:22]3[CH:27]=[CH:26][C:25]([O:28][C:29]([F:30])([F:31])[F:32])=[CH:24][CH:23]=3)=[O:19])=[CH:3][CH:4]=[CH:5][C:6]=2[CH2:7][CH2:8]1. The yield is 0.210.